This data is from Full USPTO retrosynthesis dataset with 1.9M reactions from patents (1976-2016). The task is: Predict the reactants needed to synthesize the given product. (1) Given the product [CH3:2][O:3][C:4]([C@@H:6]1[CH2:10][CH2:9][CH2:8][C@@H:7]1[NH:11][CH2:29][C:28]1[CH:31]=[CH:32][C:33]([F:34])=[C:26]([F:25])[CH:27]=1)=[O:5], predict the reactants needed to synthesize it. The reactants are: Cl.[CH3:2][O:3][C:4]([C@@H:6]1[CH2:10][CH2:9][CH2:8][C@@H:7]1[NH2:11])=[O:5].S([O-])([O-])(=O)=O.[Mg+2].C(N(CC)CC)C.[F:25][C:26]1[CH:27]=[C:28]([CH:31]=[CH:32][C:33]=1[F:34])[CH:29]=O.[BH4-].[Na+].C(=O)(O)[O-].[Na+]. (2) Given the product [CH:39]1([NH:35][C:6]([CH:4]2[CH2:3][C:2]([OH:1])([C:9]3[CH:14]=[CH:13][C:12]([C:15]4[CH2:19][C:18]([C:24]5[CH:25]=[C:26]([Cl:32])[C:27]([Cl:31])=[C:28]([Cl:30])[CH:29]=5)([C:20]([F:23])([F:21])[F:22])[O:17][N:16]=4)=[CH:11][CH:10]=3)[CH2:5]2)=[O:7])[CH2:41][CH2:40]1, predict the reactants needed to synthesize it. The reactants are: [OH:1][C:2]1([C:9]2[CH:14]=[CH:13][C:12]([C:15]3[CH2:19][C:18]([C:24]4[CH:29]=[C:28]([Cl:30])[C:27]([Cl:31])=[C:26]([Cl:32])[CH:25]=4)([C:20]([F:23])([F:22])[F:21])[O:17][N:16]=3)=[CH:11][CH:10]=2)[CH2:5][CH:4]([C:6](O)=[O:7])[CH2:3]1.CC[N:35]([CH:39]([CH3:41])[CH3:40])C(C)C.C1C=CC2N(O)N=NC=2C=1.CCN=C=NCCCN(C)C.Cl.Cl.C1(N)CC1. (3) Given the product [OH:39][C@@H:38]([CH3:40])[C@H:37]([O:1][C:2]1[CH:3]=[CH:4][C:5]([N:8]2[C:13](=[O:14])[C:12]([CH2:15][C:16]3[CH:21]=[CH:20][C:19]([C:22]4[C:23]([C:28]#[N:29])=[CH:24][CH:25]=[CH:26][CH:27]=4)=[CH:18][CH:17]=3)=[C:11]([CH2:30][CH2:31][CH3:32])[N:10]3[N:33]=[CH:34][CH:35]=[C:9]23)=[CH:6][CH:7]=1)[CH3:36], predict the reactants needed to synthesize it. The reactants are: [OH:1][C:2]1[CH:7]=[CH:6][C:5]([N:8]2[C:13](=[O:14])[C:12]([CH2:15][C:16]3[CH:21]=[CH:20][C:19]([C:22]4[C:23]([C:28]#[N:29])=[CH:24][CH:25]=[CH:26][CH:27]=4)=[CH:18][CH:17]=3)=[C:11]([CH2:30][CH2:31][CH3:32])[N:10]3[N:33]=[CH:34][CH:35]=[C:9]23)=[CH:4][CH:3]=1.[CH3:36][C@@H:37]1[O:39][C@H:38]1[CH3:40].C(=O)([O-])[O-].[Cs+].[Cs+].C(OCC)(=O)C.